The task is: Regression. Given a target protein amino acid sequence and a drug SMILES string, predict the binding affinity score between them. We predict pKi (pKi = -log10(Ki in M); higher means stronger inhibition). Dataset: bindingdb_ki.. This data is from Drug-target binding data from BindingDB using Ki measurements. (1) The compound is CCOP(=O)(Cc1ccc(NC(=O)CCCNC(=O)[C@H]2O[C@@H](n3cnc4c(N)ncnc43)[C@H](O)[C@@H]2O)cc1)OCC. The target protein (Q5MY95) has sequence MGLSRKEQVFLALLGASGVSGLTALILLLVEATSVLLPTDIKFGIVFDAGSSHTSLFLYQWLANKENGTGVVSQALACQVEGPGISSYTSNAAQAGESLQGCLEEALVLIPEAQHRKTPTFLGATAGMRLLSRKNSSQARDIFAAVTQVLGRSPVDFWGAELLAGQAEGAFGWITVNYGLGTLVKYSFTGEWIQPPEEMLVGALDMGGASTQITFVPGGPILDKSTQADFRLYGSDYSVYTHSYLCFGRDQMLSRLLVGLVQSRPAALLRHPCYLSGYQTTLALGPLYESPCVHATPPLSLPQNLTVEGTGNPGACVSAIRELFNFSSCQGQEDCAFDGVYQPPLRGQFYAFSNFYYTFHFLNLTSRQPLSTVNATIWEFCQRPWKLVEASYPGQDRWLRDYCASGLYILTLLHEGYGFSEETWPSLEFRKQAGGVDIGWTLGYMLNLTGMIPADAPAQWRAESYGVWVAKVVFMVLALVAVVGAALVQLFWLQD. The pKi is 3.6. (2) The drug is CNCC(O)c1ccc(O)c(O)c1. The target is MLLARMKPQVQPELGGADQ. The pKi is 5.2. (3) The compound is CC[C@H](C)[C@H](NC(=O)[C@H](CO)NC(=O)[C@H](CC(N)=O)NC(=O)[C@H](CC(C)C)NC(=O)[C@H](Cc1ccc(O)cc1)NC(=O)[C@H](CCCCN)NC(=O)[C@H](CCCCN)NC(=O)[C@H](C)NC(=O)[C@H](C)NC(=O)[C@H](CCSC)NC(=O)[C@H](CCC(N)=O)NC(=O)[C@H](CCCCN)NC(=O)[C@H](CCCN=C(N)N)NC(=O)[C@H](CC(C)C)NC(=O)[C@H](CCCN=C(N)N)NC(=O)C(NC(=O)[C@H](Cc1ccc(O)cc1)NC(=O)[C@H](CC(N)=O)NC(=O)[C@H](CC(=O)O)NC(=O)[C@@H](NC(=O)[C@H](Cc1ccccc1)NC(=O)[C@@H](NC(=O)[C@H](C)NC(=O)[C@H](CC(=O)O)NC(=O)[C@H](CO)NC(=O)[C@@H](N)Cc1cnc[nH]1)C(C)C)[C@@H](C)O)[C@@H](C)O)C(=O)N[C@@H](CC(C)C)C(=O)N[C@@H](CC(N)=O)C(N)=O. The target protein (P35000) has sequence MRASVVLTCYCWLLVRVSSIHPECRFHLEIQEEETKCAELLSSQMENHRACSGVWDNITCWRPADIGETVTVPCPKVFSNFYSRPGNISKNCTSDGWSETFPDFIDACGYNDPEDESKITFYILVKAIYTLGYSVSLMSLTTGSIIICLFRKLHCTRNYIHLNLFLSFMLRAISVLVKDSVLYSSSGTLRCHDQPGSWVGCKLSLVFFQYCIMANFYWLLVEGLYLHTLLVAILPPSRCFLAYLLIGWGIPSVCIGAWIATRLSLEDTGCWDTNDHSIPWWVIRMPILISIVVNFALFISIVRILLQKLTSPDVGGNDQSQYKRLAKSTLLLIPLFGVHYMVFAAFPIGISSTYQILFELCVGSFQGLVVAVLYCFLNSEVQCELKRRWRGLCLTQPGSRDYRLHSWSMSRNGSESALQIHRGSRTQSFLQSETSVI. The pKi is 8.5. (4) The pKi is 4.0. The target protein (O42713) has sequence MSLIATVGPTGGVKNRLNIVDFVKNEKFFTLYVRSLELLQAKEQHDYSSFFQLAGIHGLPFTEWAKERPSMNLYKAGYCTHGQVLFPTWHRTYLSVLEQILQGAAIEVAKKFTSNQTDWVQAAQDLRQPYWDWGFELMPPDEVIKNEEVNITNYDGKKISVKNPILRYHFHPIDPSFKPYGDFATWRTTVRNPDRNRREDIPGLIKKMRLEEGQIREKTYNMLKFNDAWERFSNHGISDDQHANSLESVHDDIHVMVGYGKIEGHMDHPFFAAFDPIFWLHHTNVDRLLSLWKAINPDVWVTSGRNRDGTMGIAPNAQINSETPLEPFYQSGDKVWTSASLADTARLGYSYPDFDKLVGGTKELIRDAIDDLIDERYGSKPSSGARNTAFDLLADFKGITKEHKEDLKMYDWTIHVAFKKFELKESFSLLFYFASDGGDYDQENCFVGSINAFRGTAPETCANCQDNENLIQEGFIHLNHYLARDLESFEPQDVHKFLKE.... The small molecule is NNC(=O)c1ccc2ccccc2c1. (5) The compound is O=C(O)c1ccc(O)cc1OCc1ccccc1. The target protein (P00438) has sequence MKTQVAIIGAGPSGLLLGQLLHKAGIDNVILERQTPDYVLGRIRAGVLEQGMVDLLREAGVDRRMARDGLVHEGVEIAFAGQRRRIDLKRLSGGKTVTVYGQTEVTRDLMEAREACGATTVYQAAEVRLHDLQGERPYVTFERDGERLRLDCDYIAGCDGFHGISRQSIPAERLKVFERVYPFGWLGLLADTPPVSHELIYANHPRGFALCSQRSATRSRYYVQVPLTEKVEDWSDERFWTELKARLPAEVAEKLVTGPSLEKSIAPLRSFVVEPMQHGRLFLAGDAAHIVPPTGAKGLNLAASDVSTLYRLLLKAYREGRGELLERYSAICLRRIWKAERFSWWMTSVLHRFPDTDAFSQRIQQTELEYYLGSEAGLATIAENYVGLPYEEIE. The pKi is 7.2. (6) The pKi is 6.7. The target protein (P50250) has sequence MVENKSKVKDISLAPFGKMQMEISENEMPGLMRIREEYGKDQPLKNAKITGCLHMTVECALLIETLQKLGAQIRWCSCNIYSTADYAAAAVSTLENVTVFAWKNETLEEYWWCVESALTWGDGDDNGPDMIVDDGGDATLLVHKGVEYEKLYEEKNILPDPEKAKNEEERCFLTLLKNSILKNPKKWTNIAKKIIGVSEETTTGVLRLKKMDKQNELLFTAINVNDAVTKQKYDNVYGCRHSLPDGLMRATDFLISGKIVVICGYGDVGKGCASSMKGLGARVYITEIDPICAIQAVMEGFNVVTLDEIVDKGDFFITCTGNVDVIKLEHLLKMKNNAVVGNIGHFDDEIQVNELFNYKGIHIENVKPQVDRITLPNGNKIIVLARGRLLNLGCATGHPAFVMSFSFCNQTFAQLDLWQNKDTNKYENKVYLLPKHLDEKVALYHLKKLNASLTELDDNQCQFLGVNKSGPFKSNEYRY. The compound is Nc1ncnc2c1ncn2[C@@H]1C[C@H](O)[C@@H](O)[C@H]1O. (7) The pKi is 5.5. The drug is C#CCN1C(=O)COc2cc(F)c(N3C(=O)c4ccccc4C3=O)cc21. The target protein (P32397) has sequence MSDGKKHVVIIGGGITGLAAAFYMEKEIKEKNLPLELTLVEASPRVGGKIQTVKKDGYIIERGPDSFLERKKSAPQLVKDLGLEHLLVNNATGQSYVLVNRTLHPMPKGAVMGIPTKIAPFVSTGLFSLSGKARAAMDFILPASKTKDDQSLGEFFRRRVGDEVVENLIEPLLSGIYAGDIDKLSLMSTFPQFYQTEQKHRSLILGMKKTRPQGSGQQLTAKKQGQFQTLSTGLQTLVEEIEKQLKLTKVYKGTKVTKLSHSGSCYSLELDNGVTLDADSVIVTAPHKAAAGMLSELPAISHLKNMHSTSVANVALGFPEGSVQMEHEGTGFVISRNSDFAITACTWTNKKWPHAAPEGKTLLRAYVGKAGDESIVDLSDNDIINIVLEDLKKVMNINGEPEMTCVTRWHESMPQYHVGHKQRIKELREALASAYPGVYMTGASFEGVGIPDCIDQGKAAVSDALTYLFS. (8) The drug is CNCCN(C)c1cncc(CCc2cc(C)cc(N)n2)c1. The target protein sequence is MEENTFGVQQIQPNVISVRLFKRKVGGLGFLVKERVSKPPVIISDLIRGGAAEQSGLIQAGDIILAVNDRPLVDLSYDSALEVLRGIASETHVVLILRGPEGFTTHLETTFTGDGTPKTIRVTQPLGPPTKAVDLSHQPSASKDQSLAVDRVTGLGNGPQHAQGHGQGAGSVSQANGVAIDPTMKSTKANLQDIGEHDELLKEIEPVLSILNSGSKATNRGGPAKAEMKDTGIQVDRDLDGKSHKAPPLGGDNDRVFNDLWGKDNVPVVLNNPYSEKEQSPTSGKQSPTKNGSPSRCPRFLKVKNWETDVVLTDTLHLKSTLETGCTEHICMGSIVLPSQHTRKPEDVRTKDQLFPLAKEFLDQYYSSIKRFGSKAHMDRLEEVNKEIESTSTYQLKDTELIYGAKHAWRNASRCVGRIQWSKLQVFDARDCTTAHGMFNYICNHVKYATNKGNLRSAITIFPQRTDGKHDFRVWNSQLIRYAGYKQPDGSTLGDPANVQ.... The pKi is 6.9.